Dataset: Forward reaction prediction with 1.9M reactions from USPTO patents (1976-2016). Task: Predict the product of the given reaction. Given the reactants [Br:1][C:2]1[C:3](Cl)=[N:4][CH:5]=[CH:6][CH:7]=1.[NH2:9][C:10]1[CH:15]=[CH:14][C:13]([OH:16])=[CH:12][CH:11]=1.C(=O)([O-])[O-].[Cs+].[Cs+], predict the reaction product. The product is: [Br:1][C:2]1[C:3]([O:16][C:13]2[CH:14]=[CH:15][C:10]([NH2:9])=[CH:11][CH:12]=2)=[N:4][CH:5]=[CH:6][CH:7]=1.